This data is from Forward reaction prediction with 1.9M reactions from USPTO patents (1976-2016). The task is: Predict the product of the given reaction. The product is: [CH:1]1([CH2:7][C@H:8]([OH:10])[C:29]([NH:25][CH2:24][CH2:23][N:19]2[C:20]3[C:16](=[CH:15][C:14]([F:13])=[CH:22][CH:21]=3)[CH2:17][CH2:18]2)=[O:33])[CH2:2][CH2:3][CH2:4][CH2:5][CH2:6]1. Given the reactants [CH:1]1([C@:7](C)(O)[C:8]([OH:10])=O)[CH2:6][CH2:5][CH2:4][CH2:3][CH2:2]1.[F:13][C:14]1[CH:15]=[C:16]2[C:20](=[CH:21][CH:22]=1)[N:19]([CH2:23][CH2:24][NH2:25])[CH2:18][CH2:17]2.CN([C:29]([O:33]N1N=NC2C=CC=NC1=2)=[N+](C)C)C.F[P-](F)(F)(F)(F)F.CCN(C(C)C)C(C)C, predict the reaction product.